From a dataset of Catalyst prediction with 721,799 reactions and 888 catalyst types from USPTO. Predict which catalyst facilitates the given reaction. Reactant: Cl[C:2]1[CH:7]=[CH:6][N:5]=[CH:4][C:3]=1[N+:8]([O-:10])=[O:9].[NH:11]1[CH2:16][CH2:15][CH2:14][C@H:13]([NH:17][C:18](=[O:24])[O:19][C:20]([CH3:23])([CH3:22])[CH3:21])[CH2:12]1.CCN(C(C)C)C(C)C. Product: [N+:8]([C:3]1[CH:4]=[N:5][CH:6]=[CH:7][C:2]=1[N:11]1[CH2:16][CH2:15][CH2:14][C@H:13]([NH:17][C:18](=[O:24])[O:19][C:20]([CH3:22])([CH3:21])[CH3:23])[CH2:12]1)([O-:10])=[O:9]. The catalyst class is: 14.